From a dataset of TCR-epitope binding with 47,182 pairs between 192 epitopes and 23,139 TCRs. Binary Classification. Given a T-cell receptor sequence (or CDR3 region) and an epitope sequence, predict whether binding occurs between them. (1) The epitope is RLRAEAQVK. The TCR CDR3 sequence is CSVLTSGNYNEQFF. Result: 0 (the TCR does not bind to the epitope). (2) The epitope is VTEHDTLLY. The TCR CDR3 sequence is CSVEGGDRGYEQYF. Result: 0 (the TCR does not bind to the epitope). (3) The epitope is GLCTLVAML. The TCR CDR3 sequence is CSVGSDGTNEKLFF. Result: 1 (the TCR binds to the epitope). (4) The epitope is EHPTFTSQYRIQGKL. The TCR CDR3 sequence is CASSQERARHKLFF. Result: 1 (the TCR binds to the epitope). (5) The epitope is LPAADLDDF. The TCR CDR3 sequence is CASSLERTAYNEQFF. Result: 1 (the TCR binds to the epitope). (6) Result: 0 (the TCR does not bind to the epitope). The epitope is FLYALALLL. The TCR CDR3 sequence is CASSPTRIIDNEQFF. (7) The epitope is FLPRVFSAV. The TCR CDR3 sequence is CASSLIGSGNEQYF. Result: 1 (the TCR binds to the epitope). (8) The epitope is KLPDDFTGCV. The TCR CDR3 sequence is CASSDDERGVGETQYF. Result: 1 (the TCR binds to the epitope). (9) The epitope is KPLEFGATSAAL. The TCR CDR3 sequence is CATSERDRIYNEQFF. Result: 1 (the TCR binds to the epitope). (10) The epitope is SEETGTLIV. The TCR CDR3 sequence is CASSWGGSDIQYF. Result: 0 (the TCR does not bind to the epitope).